Dataset: Catalyst prediction with 721,799 reactions and 888 catalyst types from USPTO. Task: Predict which catalyst facilitates the given reaction. (1) Reactant: Cl[C:2]1[CH:7]=[C:6]([N:8]2[CH2:13][CH2:12][N:11]([CH3:14])[CH2:10][CH2:9]2)[N:5]=[C:4]([NH2:15])[N:3]=1.Cl[Si](C)(C)C.CCN(C(C)C)C(C)C.[Br-].[CH:31]1([Zn+])[CH2:35][CH2:34][CH2:33][CH2:32]1. Product: [CH:31]1([C:2]2[CH:7]=[C:6]([N:8]3[CH2:13][CH2:12][N:11]([CH3:14])[CH2:10][CH2:9]3)[N:5]=[C:4]([NH2:15])[N:3]=2)[CH2:35][CH2:34][CH2:33][CH2:32]1. The catalyst class is: 450. (2) Reactant: [CH3:1][S:2](Cl)(=[O:4])=[O:3].[F:6][C:7]1[CH:12]=[C:11]([I:13])[CH:10]=[CH:9][C:8]=1[NH:14][C:15]1[N:19]([CH3:20])[C:18]([C:21](=[O:23])[CH3:22])=[CH:17][C:16]=1[C:24]([N:26]1[CH2:29][CH:28]([OH:30])[CH2:27]1)=[O:25].C(N(CC)CC)C. Product: [C:21]([C:18]1[N:19]([CH3:20])[C:15]([NH:14][C:8]2[CH:9]=[CH:10][C:11]([I:13])=[CH:12][C:7]=2[F:6])=[C:16]([C:24]([N:26]2[CH2:29][CH:28]([O:30][S:2]([CH3:1])(=[O:4])=[O:3])[CH2:27]2)=[O:25])[CH:17]=1)(=[O:23])[CH3:22]. The catalyst class is: 2. (3) Reactant: [N:1]([C:4]1[CH:33]=[CH:32][C:7]([CH2:8][C@H:9]2[C@H:14]([OH:15])[C@@H:13]([NH:16][C:17]3([C:20]4[CH:25]=[CH:24][CH:23]=[C:22]([C:26]([CH3:29])([CH3:28])[CH3:27])[CH:21]=4)[CH2:19][CH2:18]3)[CH2:12][S:11](=[O:31])(=[O:30])[CH2:10]2)=[CH:6][CH:5]=1)=[N+]=[N-]. Product: [NH2:1][C:4]1[CH:33]=[CH:32][C:7]([CH2:8][C@H:9]2[C@H:14]([OH:15])[C@@H:13]([NH:16][C:17]3([C:20]4[CH:25]=[CH:24][CH:23]=[C:22]([C:26]([CH3:27])([CH3:28])[CH3:29])[CH:21]=4)[CH2:18][CH2:19]3)[CH2:12][S:11](=[O:31])(=[O:30])[CH2:10]2)=[CH:6][CH:5]=1. The catalyst class is: 19. (4) Reactant: C(P1(=O)OP(CCC)(=O)OP(CCC)(=O)O1)CC.C(OCC)(=O)C.[CH3:25][C:26]1[N:27]=[N:28][N:29]([CH2:31][C:32]2[CH:37]=[C:36]([C:38]([F:41])([F:40])[F:39])[CH:35]=[CH:34][C:33]=2/[CH:42]=[CH:43]/[C:44]([OH:46])=O)[N:30]=1.[CH3:47][C:48]1[O:49][C:50]([CH2:53][CH:54]2[CH2:59][CH2:58][NH:57][CH2:56][CH2:55]2)=[N:51][N:52]=1.C(=O)(O)[O-].[Na+]. Product: [CH3:47][C:48]1[O:49][C:50]([CH2:53][CH:54]2[CH2:59][CH2:58][N:57]([C:44](=[O:46])/[CH:43]=[CH:42]/[C:33]3[CH:34]=[CH:35][C:36]([C:38]([F:39])([F:40])[F:41])=[CH:37][C:32]=3[CH2:31][N:29]3[N:28]=[N:27][C:26]([CH3:25])=[N:30]3)[CH2:56][CH2:55]2)=[N:51][N:52]=1. The catalyst class is: 2. (5) Reactant: C(OC([N:8]1[CH2:13][CH2:12][CH:11]([N:14]([CH2:29][C:30]2[CH:31]=[N:32][CH:33]=[CH:34][CH:35]=2)[C:15]2[CH:20]=[CH:19][C:18]([O:21][CH3:22])=[C:17]([O:23][C@@H:24]3[CH2:28][CH2:27][O:26][CH2:25]3)[N:16]=2)[CH2:10][CH2:9]1)=O)(C)(C)C. Product: [CH3:22][O:21][C:18]1[CH:19]=[CH:20][C:15]([N:14]([CH:11]2[CH2:12][CH2:13][NH:8][CH2:9][CH2:10]2)[CH2:29][C:30]2[CH:31]=[N:32][CH:33]=[CH:34][CH:35]=2)=[N:16][C:17]=1[O:23][C@@H:24]1[CH2:28][CH2:27][O:26][CH2:25]1. The catalyst class is: 631. (6) Reactant: [CH3:1][O:2][C:3](=[O:16])[C@@H:4]([NH:8][C:9]([O:11][C:12]([CH3:15])([CH3:14])[CH3:13])=[O:10])[CH2:5][CH2:6]Br.[CH2:17]([N:19](CC)[CH2:20]C)C.CNC. Product: [CH3:1][O:2][C:3](=[O:16])[C@@H:4]([NH:8][C:9]([O:11][C:12]([CH3:15])([CH3:14])[CH3:13])=[O:10])[CH2:5][CH2:6][N:19]([CH3:20])[CH3:17]. The catalyst class is: 1. (7) Reactant: CC(C)(C)C(OC[N:7]1[CH:11]=[N:10][C:9]([C:12]2[CH:17]=[CH:16][C:15]([C:18]3[CH:23]=[CH:22][CH:21]=[C:20]([CH2:24][NH:25][CH:26]4[CH2:34][C:33]5[C:28](=[CH:29][CH:30]=[CH:31][CH:32]=5)[CH2:27]4)[CH:19]=3)=[CH:14][CH:13]=2)=[N:8]1)=O.C[O-].[Na+].CO.[ClH:42].C([O-])([O-])=O.[Na+].[Na+]. Product: [ClH:42].[NH:7]1[CH:11]=[N:10][C:9]([C:12]2[CH:17]=[CH:16][C:15]([C:18]3[CH:23]=[CH:22][CH:21]=[C:20]([CH2:24][NH:25][CH:26]4[CH2:27][C:28]5[C:33](=[CH:32][CH:31]=[CH:30][CH:29]=5)[CH2:34]4)[CH:19]=3)=[CH:14][CH:13]=2)=[N:8]1. The catalyst class is: 88. (8) Reactant: [F:1][C:2]1[CH:3]=[C:4]([N:14]2[CH2:18][C@H:17]([CH2:19]S(C)(=O)=O)[O:16][C:15]2=[O:24])[CH:5]=[CH:6][C:7]=1[N:8]1[CH:12]=[C:11]([CH3:13])[N:10]=[N:9]1.[N-:25]=[N+:26]=[N-:27].[Na+]. Product: [N:25]([CH2:19][C@@H:17]1[O:16][C:15](=[O:24])[N:14]([C:4]2[CH:5]=[CH:6][C:7]([N:8]3[CH:12]=[C:11]([CH3:13])[N:10]=[N:9]3)=[C:2]([F:1])[CH:3]=2)[CH2:18]1)=[N+:26]=[N-:27]. The catalyst class is: 3.